This data is from Forward reaction prediction with 1.9M reactions from USPTO patents (1976-2016). The task is: Predict the product of the given reaction. (1) Given the reactants [I-].[F:2][C:3]1[CH:24]=[CH:23][C:6]([CH2:7][N:8]2[CH2:13][CH2:12][N:11]([C:14](N3C=C[N+](C)=C3)=[O:15])[CH2:10][C:9]2=[O:22])=[CH:5][CH:4]=1.C(N(CC)CC)C.[N:32]1([C:38]2([CH2:43][NH2:44])[CH2:42][CH2:41][CH2:40][CH2:39]2)[CH2:37][CH2:36][O:35][CH2:34][CH2:33]1.[C:45](OC)(=[O:50])[C:46](OC)=[O:47].[H-].[Na+], predict the reaction product. The product is: [F:2][C:3]1[CH:4]=[CH:5][C:6]([CH2:7][N:8]2[CH2:13][CH2:12][N:11]3[C:14](=[O:15])[N:44]([CH2:43][C:38]4([N:32]5[CH2:37][CH2:36][O:35][CH2:34][CH2:33]5)[CH2:42][CH2:41][CH2:40][CH2:39]4)[C:46](=[O:47])[C:45]([OH:50])=[C:10]3[C:9]2=[O:22])=[CH:23][CH:24]=1. (2) Given the reactants [CH2:1]([O:3][C:4]([C:6]1[N:7]([CH3:31])[C:8]([CH2:29][CH3:30])=[C:9]([C:27]#[N:28])[C:10]=1[C:11]1[CH:16]=[CH:15][C:14]([O:17][C:18]2[CH:23]=[CH:22][CH:21]=[CH:20][C:19]=2[N+:24]([O-])=O)=[CH:13][CH:12]=1)=[O:5])[CH3:2].O.O.[Sn](Cl)Cl, predict the reaction product. The product is: [CH2:1]([O:3][C:4]([C:6]1[N:7]([CH3:31])[C:8]([CH2:29][CH3:30])=[C:9]([C:27]#[N:28])[C:10]=1[C:11]1[CH:12]=[CH:13][C:14]([O:17][C:18]2[CH:23]=[CH:22][CH:21]=[CH:20][C:19]=2[NH2:24])=[CH:15][CH:16]=1)=[O:5])[CH3:2]. (3) Given the reactants [CH:1]1([CH2:6][C@@H:7]([C:19]([NH:21][NH:22][C:23]2[C:28]([F:29])=[C:27]([NH:30][CH2:31][C:32]3[S:33][CH:34]=[CH:35][N:36]=3)[N:26]=[C:25]([CH3:37])[N:24]=2)=[O:20])[CH2:8][N:9]([O:12]C2CCCCO2)[CH:10]=[O:11])[CH2:5][CH2:4][CH2:3][CH2:2]1.CC(O)=O, predict the reaction product. The product is: [CH:1]1([CH2:6][C@@H:7]([C:19]([NH:21][NH:22][C:23]2[C:28]([F:29])=[C:27]([NH:30][CH2:31][C:32]3[S:33][CH:34]=[CH:35][N:36]=3)[N:26]=[C:25]([CH3:37])[N:24]=2)=[O:20])[CH2:8][N:9]([OH:12])[CH:10]=[O:11])[CH2:5][CH2:4][CH2:3][CH2:2]1. (4) The product is: [C:3](/[CH:5]=[CH:6]/[C:7]1[C:8](=[O:23])[NH:9][C:10](=[O:22])[N:11]([C@H:13]2[O:18][C@@H:17]([CH2:19][OH:20])[C@H:15]([OH:16])[C@@H:14]2[F:21])[CH:12]=1)([OH:4])=[O:2]. Given the reactants C[O:2][C:3](/[CH:5]=[CH:6]/[C:7]1[C:8](=[O:23])[NH:9][C:10](=[O:22])[N:11]([C@H:13]2[O:18][C@@H:17]([CH2:19][OH:20])[C@H:15]([OH:16])[C@@H:14]2[F:21])[CH:12]=1)=[O:4].[OH-].[Na+].CCOCC, predict the reaction product. (5) Given the reactants [Cl:1][C:2]1[CH:7]=[CH:6][CH:5]=[C:4]([Cl:8])[C:3]=1[CH3:9].[CH3:10][S:11](Cl)(=[O:13])=[O:12].[Cl-].[Al+3].[Cl-].[Cl-].Cl, predict the reaction product. The product is: [Cl:1][C:2]1[CH:7]=[CH:6][C:5]([S:11]([CH3:10])(=[O:13])=[O:12])=[C:4]([Cl:8])[C:3]=1[CH3:9]. (6) Given the reactants [F:1][C:2]([C:5]1[O:9][C:8]([CH2:10][N:11]2[CH:15]=[C:14]([NH2:16])[CH:13]=[N:12]2)=[CH:7][CH:6]=1)([F:4])[CH3:3].[C:17]1([C:23]2[O:27][CH:26]=[N:25][C:24]=2[C:28](O)=[O:29])[CH:22]=[CH:21][CH:20]=[CH:19][CH:18]=1, predict the reaction product. The product is: [F:4][C:2]([C:5]1[O:9][C:8]([CH2:10][N:11]2[CH:15]=[C:14]([NH:16][C:28]([C:24]3[N:25]=[CH:26][O:27][C:23]=3[C:17]3[CH:18]=[CH:19][CH:20]=[CH:21][CH:22]=3)=[O:29])[CH:13]=[N:12]2)=[CH:7][CH:6]=1)([F:1])[CH3:3]. (7) Given the reactants [Cl:1][C:2]1[C:7]([N:8]2C(=O)C3C(=CC=CC=3)C2=O)=[CH:6][C:5]([S:19](Cl)(=[O:21])=[O:20])=[C:4]([O:23][CH3:24])[CH:3]=1.[NH2:25][C:26]([C:29]1[CH:34]=[CH:33][CH:32]=[CH:31][CH:30]=1)([CH3:28])[CH3:27].[CH2:35](N(CC)CC)C.Cl, predict the reaction product. The product is: [NH2:8][C:7]1[C:2]([Cl:1])=[CH:3][C:4]([O:23][CH3:24])=[C:5]([S:19]([N:25]([CH3:35])[C:26]([CH3:28])([C:29]2[CH:34]=[CH:33][CH:32]=[CH:31][CH:30]=2)[CH3:27])(=[O:20])=[O:21])[CH:6]=1.